This data is from Reaction yield outcomes from USPTO patents with 853,638 reactions. The task is: Predict the reaction yield, written as a fraction of the theoretical maximum amount of product (1.0 means a 100% yield; for example, 0.34 means a 34% yield). (1) The product is [NH2:1][C:2]1[C:11]2[C:6](=[CH:7][CH:8]=[CH:9][CH:10]=2)[C:5]([CH2:12][C@@H:13]([C:22]([OH:24])=[O:23])[NH:14][C:15]([O:17][C:18]([CH3:19])([CH3:20])[CH3:21])=[O:16])=[CH:4][CH:3]=1. The catalyst is CO. The reactants are [NH2:1][C:2]1[C:11]2[C:6](=[CH:7][CH:8]=[CH:9][CH:10]=2)[C:5]([CH2:12][C@@H:13]([C:22]([O:24]C)=[O:23])[NH:14][C:15]([O:17][C:18]([CH3:21])([CH3:20])[CH3:19])=[O:16])=[CH:4][CH:3]=1.[OH-].[Na+]. The yield is 0.830. (2) The reactants are [Br:1][C:2]1[S:6][C:5]([C:7]([OH:9])=O)=[CH:4][CH:3]=1.O.O[N:12]1C2C=CC=CC=2N=N1.C(N=C=NCCCN(C)C)C.N. The catalyst is CN(C=O)C. The product is [Br:1][C:2]1[S:6][C:5]([C:7]([NH2:12])=[O:9])=[CH:4][CH:3]=1. The yield is 0.840. (3) The reactants are C([N:14]1[CH2:17][CH:16]([O:18][C:19]2[C:27]3[NH:26][C:25](=[O:28])[N:24]([CH2:29][C:30]4[CH:35]=[CH:34][CH:33]=[CH:32][CH:31]=4)[C:23]=3[CH:22]=[CH:21][CH:20]=2)[CH2:15]1)(C1C=CC=CC=1)C1C=CC=CC=1.ClC(OC(Cl)C)=O. The catalyst is ClC(Cl)C. The product is [NH:14]1[CH2:17][CH:16]([O:18][C:19]2[C:27]3[NH:26][C:25](=[O:28])[N:24]([CH2:29][C:30]4[CH:31]=[CH:32][CH:33]=[CH:34][CH:35]=4)[C:23]=3[CH:22]=[CH:21][CH:20]=2)[CH2:15]1. The yield is 0.820.